From a dataset of Catalyst prediction with 721,799 reactions and 888 catalyst types from USPTO. Predict which catalyst facilitates the given reaction. (1) Reactant: [CH2:1]([O:8][C:9]1[C:18](I)=[CH:17][C:12]([C:13]([O:15][CH3:16])=[O:14])=[CH:11][C:10]=1[C:20]([CH3:23])([CH3:22])[CH3:21])[C:2]1[CH:7]=[CH:6][CH:5]=[CH:4][CH:3]=1.[CH3:24][C:25]1[CH:30]=[CH:29][C:28](B(O)O)=[CH:27][CH:26]=1.[F-].[Cs+]. Product: [CH2:1]([O:8][C:9]1[C:18]([C:28]2[CH:29]=[CH:30][C:25]([CH3:24])=[CH:26][CH:27]=2)=[CH:17][C:12]([C:13]([O:15][CH3:16])=[O:14])=[CH:11][C:10]=1[C:20]([CH3:23])([CH3:22])[CH3:21])[C:2]1[CH:7]=[CH:6][CH:5]=[CH:4][CH:3]=1. The catalyst class is: 77. (2) Reactant: [Cl:1][CH2:2][CH2:3][CH2:4][CH2:5][CH2:6][CH2:7][O:8][CH2:9][CH2:10][O:11][CH2:12][CH2:13][NH:14]C(=O)OC(C)(C)C.[F:22][C:23]([F:28])([F:27])[C:24]([OH:26])=[O:25].ClCCl.CO. Product: [F:22][C:23]([F:28])([F:27])[C:24]([O-:26])=[O:25].[Cl:1][CH2:2][CH2:3][CH2:4][CH2:5][CH2:6][CH2:7][O:8][CH2:9][CH2:10][O:11][CH2:12][CH2:13][NH3+:14]. The catalyst class is: 4.